Dataset: Forward reaction prediction with 1.9M reactions from USPTO patents (1976-2016). Task: Predict the product of the given reaction. (1) Given the reactants C[N+]1([O-])CC[O:5]CC1.[CH:9]1([N:15]2[CH:19]=[C:18]([C:20]3[CH:21]=[C:22]([NH:27][C:28]4[N:33]=[C:32]([C:34]([F:37])([F:36])[F:35])[CH:31]=[CH:30][N:29]=4)[CH:23]=[C:24]([CH3:26])[CH:25]=3)[CH:17]=[N:16]2)CCC[CH:11]=[CH:10]1.[CH3:38][C:39]([CH3:41])=[O:40], predict the reaction product. The product is: [CH3:26][C:24]1[CH:25]=[C:20]([C:18]2[CH:17]=[N:16][N:15]([CH:9]3[CH2:10][CH2:11][CH2:41][CH:39]([OH:40])[CH:38]3[OH:5])[CH:19]=2)[CH:21]=[C:22]([NH:27][C:28]2[N:33]=[C:32]([C:34]([F:37])([F:36])[F:35])[CH:31]=[CH:30][N:29]=2)[CH:23]=1. (2) Given the reactants [CH:1]([N:14]1[CH2:17][CH:16](I)[CH2:15]1)([C:8]1[CH:13]=[CH:12][CH:11]=[CH:10][CH:9]=1)[C:2]1[CH:7]=[CH:6][CH:5]=[CH:4][CH:3]=1.CN(P(N(C)C)(N(C)C)=O)C.[O:30]=[C:31]1[CH2:36][CH2:35][N:34]([C:37]([O:39][C:40]([CH3:43])([CH3:42])[CH3:41])=[O:38])[CH2:33][CH2:32]1.[NH4+].[Cl-], predict the reaction product. The product is: [CH:1]([N:14]1[CH2:17][CH:16]([C:31]2([OH:30])[CH2:32][CH2:33][N:34]([C:37]([O:39][C:40]([CH3:42])([CH3:41])[CH3:43])=[O:38])[CH2:35][CH2:36]2)[CH2:15]1)([C:8]1[CH:13]=[CH:12][CH:11]=[CH:10][CH:9]=1)[C:2]1[CH:7]=[CH:6][CH:5]=[CH:4][CH:3]=1.